This data is from Peptide-MHC class I binding affinity with 185,985 pairs from IEDB/IMGT. The task is: Regression. Given a peptide amino acid sequence and an MHC pseudo amino acid sequence, predict their binding affinity value. This is MHC class I binding data. (1) The peptide sequence is LFCASDAKAY. The MHC is HLA-A24:02 with pseudo-sequence HLA-A24:02. The binding affinity (normalized) is 0. (2) The peptide sequence is KYKYFSGAL. The binding affinity (normalized) is 0.111. The MHC is HLA-A23:01 with pseudo-sequence HLA-A23:01. (3) The peptide sequence is EERDIPERSW. The MHC is HLA-B44:03 with pseudo-sequence HLA-B44:03. The binding affinity (normalized) is 0.444. (4) The peptide sequence is GQPQNGQFI. The MHC is H-2-Db with pseudo-sequence H-2-Db. The binding affinity (normalized) is 0.677.